Dataset: Forward reaction prediction with 1.9M reactions from USPTO patents (1976-2016). Task: Predict the product of the given reaction. (1) Given the reactants [CH2:1]([Zn]CC)C.C1(C)C=CC=CC=1.ClCI.[CH3:16]/[C:17](=[CH:20]\[CH:21]([C:23]1[CH:28]=[CH:27][CH:26]=[CH:25][C:24]=1[CH3:29])[CH3:22])/[CH2:18][OH:19].S(=O)(=O)(O)O, predict the reaction product. The product is: [CH3:16][C@@:17]1([CH2:18][OH:19])[CH2:1][C@H:20]1[C@H:21]([C:23]1[CH:28]=[CH:27][CH:26]=[CH:25][C:24]=1[CH3:29])[CH3:22]. (2) Given the reactants [C:1]([C:3]1[N:4]=[CH:5][C:6]([NH:16][C@@H:17]2[CH2:23][CH2:22][CH2:21][CH2:20][N:19]([C:24]([N:26]([CH3:28])[CH3:27])=[O:25])[CH2:18]2)=[N:7][C:8]=1[NH:9][C:10]1[S:14][N:13]=[C:12]([CH3:15])[CH:11]=1)#[N:2].Cl.CC#N.C(O)(C(F)(F)F)=[O:34], predict the reaction product. The product is: [C:1]([C:3]1[N:4]=[CH:5][C:6]([NH:16][C@@H:17]2[CH2:23][CH2:22][CH2:21][CH2:20][N:19]([C:24]([N:26]([CH3:27])[CH3:28])=[O:25])[CH2:18]2)=[N:7][C:8]=1[NH:9][C:10]1[S:14][N:13]=[C:12]([CH3:15])[CH:11]=1)(=[O:34])[NH2:2]. (3) Given the reactants [CH:1]1[C:9]2[C:8]3[CH:10]=[CH:11][CH:12]=[CH:13][C:7]=3[O:6][C:5]=2[CH:4]=[CH:3][C:2]=1[O:14][C:15]1[CH:20]=[CH:19][C:18]([N+:21]([O-])=O)=[CH:17][CH:16]=1, predict the reaction product. The product is: [CH:1]1[C:9]2[C:8]3[CH:10]=[CH:11][CH:12]=[CH:13][C:7]=3[O:6][C:5]=2[CH:4]=[CH:3][C:2]=1[O:14][C:15]1[CH:20]=[CH:19][C:18]([NH2:21])=[CH:17][CH:16]=1. (4) Given the reactants [CH3:1][C:2]1[CH:3]=[C:4]([C:9]2([OH:19])[C:17]3[C:12](=[CH:13][CH:14]=[CH:15][CH:16]=3)[NH:11][C:10]2=[O:18])[CH:5]=[C:6]([CH3:8])[CH:7]=1.C(N=P1(N(CC)CC)N(C)CCCN1C)(C)(C)C.[CH2:38](Br)[C:39]1[CH:44]=[CH:43][CH:42]=[CH:41][CH:40]=1, predict the reaction product. The product is: [CH2:38]([N:11]1[C:12]2[C:17](=[CH:16][CH:15]=[CH:14][CH:13]=2)[C:9]([C:4]2[CH:3]=[C:2]([CH3:1])[CH:7]=[C:6]([CH3:8])[CH:5]=2)([OH:19])[C:10]1=[O:18])[C:39]1[CH:44]=[CH:43][CH:42]=[CH:41][CH:40]=1. (5) The product is: [C:1]([O:5][C:6]([N:8]1[CH2:13][CH2:12][N:11]([C:14]2[CH:19]=[C:18]([N:20]([S:21]([C:24]3[CH:29]=[CH:28][CH:27]=[C:26]([O:30][CH:31]([F:32])[F:33])[CH:25]=3)(=[O:23])=[O:22])[CH2:39][CH2:40][CH3:41])[CH:17]=[CH:16][C:15]=2[O:34][CH3:35])[CH2:10][CH2:9]1)=[O:7])([CH3:4])([CH3:3])[CH3:2]. Given the reactants [C:1]([O:5][C:6]([N:8]1[CH2:13][CH2:12][N:11]([C:14]2[CH:19]=[C:18]([NH:20][S:21]([C:24]3[CH:29]=[CH:28][CH:27]=[C:26]([O:30][CH:31]([F:33])[F:32])[CH:25]=3)(=[O:23])=[O:22])[CH:17]=[CH:16][C:15]=2[O:34][CH3:35])[CH2:10][CH2:9]1)=[O:7])([CH3:4])([CH3:3])[CH3:2].[H-].[Na+].Br[CH2:39][CH2:40][CH3:41], predict the reaction product.